Dataset: Forward reaction prediction with 1.9M reactions from USPTO patents (1976-2016). Task: Predict the product of the given reaction. (1) Given the reactants [C:1]1([C:7]2[NH:11][CH:10]=[C:9]([CH:12]=[O:13])[CH:8]=2)[CH:6]=[CH:5][CH:4]=[CH:3][CH:2]=1.[H-].[Na+].C1OCCOCCOCCOCCOC1.[CH3:31][O:32][C:33]1[N:38]=[CH:37][C:36]([S:39](Cl)(=[O:41])=[O:40])=[CH:35][CH:34]=1, predict the reaction product. The product is: [CH3:31][O:32][C:33]1[N:38]=[CH:37][C:36]([S:39]([N:11]2[C:7]([C:1]3[CH:6]=[CH:5][CH:4]=[CH:3][CH:2]=3)=[CH:8][C:9]([CH:12]=[O:13])=[CH:10]2)(=[O:41])=[O:40])=[CH:35][CH:34]=1. (2) The product is: [Br:1][CH2:2][C:3]1[N:7]([CH3:8])[C:6]([C:9]([NH2:10])=[O:16])=[N:5][C:4]=1[N+:11]([O-:13])=[O:12]. Given the reactants [Br:1][CH2:2][C:3]1[N:7]([CH3:8])[C:6]([C:9]#[N:10])=[N:5][C:4]=1[N+:11]([O-:13])=[O:12].C(OCC)(=[O:16])C, predict the reaction product. (3) Given the reactants [H-].[Al+3].[Li+].[H-].[H-].[H-].[CH:7]1([N:12]([CH2:16][C:17]#[N:18])[CH:13]([CH3:15])[CH3:14])[CH2:11][CH2:10][CH2:9][CH2:8]1.[OH-].[Na+].O, predict the reaction product. The product is: [CH:7]1([N:12]([CH:13]([CH3:15])[CH3:14])[CH2:16][CH2:17][NH2:18])[CH2:11][CH2:10][CH2:9][CH2:8]1. (4) Given the reactants [Cl:1][C:2]1[CH:3]=[C:4]([NH:16][C:17]2[N:22]=[CH:21][N:20]=[C:19]3[NH:23][N:24]=[C:25]([O:26][CH2:27][CH2:28][N:29]4C(=O)C5C(=CC=CC=5)C4=O)[C:18]=23)[CH:5]=[CH:6][C:7]=1[O:8][CH2:9][C:10]1[CH:15]=[CH:14][CH:13]=[CH:12][N:11]=1.O.NN, predict the reaction product. The product is: [NH2:29][CH2:28][CH2:27][O:26][C:25]1[C:18]2[C:19](=[N:20][CH:21]=[N:22][C:17]=2[NH:16][C:4]2[CH:5]=[CH:6][C:7]([O:8][CH2:9][C:10]3[CH:15]=[CH:14][CH:13]=[CH:12][N:11]=3)=[C:2]([Cl:1])[CH:3]=2)[NH:23][N:24]=1. (5) Given the reactants [NH2:1][C:2]1[N:10]=[C:9]2[C:5]([N:6]=[CH:7][N:8]2[C@H:11]2[CH2:15][O:14][C@@H:13]([CH2:16][O:17][C:18](=[O:25])[C:19]3[CH:24]=[CH:23][CH:22]=[CH:21][CH:20]=3)[O:12]2)=[C:4](Cl)[N:3]=1.[CH:27]1([NH2:30])[CH2:29][CH2:28]1, predict the reaction product. The product is: [NH2:1][C:2]1[N:10]=[C:9]2[C:5]([N:6]=[CH:7][N:8]2[C@H:11]2[CH2:15][O:14][C@@H:13]([CH2:16][O:17][C:18](=[O:25])[C:19]3[CH:24]=[CH:23][CH:22]=[CH:21][CH:20]=3)[O:12]2)=[C:4]([NH:30][CH:27]2[CH2:29][CH2:28]2)[N:3]=1. (6) Given the reactants BrC1C=CC2OC3C(=O)NC(C4CCN(C(OC(C)(C)C)=O)CC4)=NC=3C=2C=1.[Br:29][C:30]1[CH:31]=[CH:32][C:33]2[O:37][C:36]([C:38](=[O:40])[NH2:39])=[C:35]([NH:41][C:42]([C:44]3[N:45]=[C:46]4[CH2:51][N:50]([C:52]([O:54][C:55]([CH3:58])([CH3:57])[CH3:56])=[O:53])[CH2:49][CH2:48][N:47]4[CH:59]=3)=O)[C:34]=2[CH:60]=1.BrC1C=CC2OC(C(=O)N)=C(NC(C3CCN(C(OC(C)(C)C)=O)CC3)=O)C=2C=1, predict the reaction product. The product is: [Br:29][C:30]1[CH:31]=[CH:32][C:33]2[O:37][C:36]3[C:38](=[O:40])[NH:39][C:42]([C:44]4[N:45]=[C:46]5[CH2:51][N:50]([C:52]([O:54][C:55]([CH3:58])([CH3:57])[CH3:56])=[O:53])[CH2:49][CH2:48][N:47]5[CH:59]=4)=[N:41][C:35]=3[C:34]=2[CH:60]=1. (7) Given the reactants [C:1]([O:5][C:6]([N:8]([CH3:10])[NH2:9])=[O:7])([CH3:4])([CH3:3])[CH3:2].[Cl:11][C:12]1[C:13]([F:21])=[C:14](B(O)O)[CH:15]=[CH:16][CH:17]=1.C(N(CC)CC)C, predict the reaction product. The product is: [C:1]([O:5][C:6]([N:8]([CH3:10])[NH:9][C:14]1[CH:15]=[CH:16][CH:17]=[C:12]([Cl:11])[C:13]=1[F:21])=[O:7])([CH3:4])([CH3:3])[CH3:2]. (8) The product is: [C:18]([OH:30])(=[O:42])[CH3:19].[NH3:1].[C:44]([OH:45])(=[O:47])[CH3:2].[NH2:1][C:2]1[N:7]=[CH:6][N:5]=[C:4]2[N:8]([CH:33]3[CH2:38][CH2:37][N:36]([CH2:40][C:41]([NH2:43])=[O:42])[CH2:35][CH2:34]3)[N:9]=[C:10]([C:11]3[CH:16]=[CH:15][C:14]([NH:17][C:18](=[O:30])[C:19]4[CH:24]=[CH:23][C:22]([C:25]([F:28])([F:26])[F:27])=[CH:21][C:20]=4[F:29])=[C:13]([O:31][CH3:32])[CH:12]=3)[C:3]=12. Given the reactants [NH2:1][C:2]1[N:7]=[CH:6][N:5]=[C:4]2[N:8]([CH:33]3[CH2:38][CH2:37][NH:36][CH2:35][CH2:34]3)[N:9]=[C:10]([C:11]3[CH:16]=[CH:15][C:14]([NH:17][C:18](=[O:30])[C:19]4[CH:24]=[CH:23][C:22]([C:25]([F:28])([F:27])[F:26])=[CH:21][C:20]=4[F:29])=[C:13]([O:31][CH3:32])[CH:12]=3)[C:3]=12.Br[CH2:40][C:41]([NH2:43])=[O:42].[C:44](=[O:47])([O-])[O-:45].[Cs+].[Cs+], predict the reaction product.